From a dataset of Catalyst prediction with 721,799 reactions and 888 catalyst types from USPTO. Predict which catalyst facilitates the given reaction. (1) Reactant: Cl[CH2:2][CH2:3][CH2:4][S:5]([C:8]1[CH:16]=[C:15]2[C:11]([C:12]([CH3:21])([CH3:20])[CH2:13][N:14]2[C:17](=[O:19])[CH3:18])=[CH:10][C:9]=1[F:22])(=[O:7])=[O:6].C[Si]([N-][Si](C)(C)C)(C)C.[K+]. Product: [CH:4]1([S:5]([C:8]2[CH:16]=[C:15]3[C:11]([C:12]([CH3:21])([CH3:20])[CH2:13][N:14]3[C:17](=[O:19])[CH3:18])=[CH:10][C:9]=2[F:22])(=[O:7])=[O:6])[CH2:2][CH2:3]1. The catalyst class is: 1. (2) Reactant: [CH3:1][Mg+].[Br-].[CH3:4][C:5]1[C:10]([C:11](=[O:13])[CH3:12])=[CH:9][CH:8]=[CH:7][N:6]=1. The catalyst class is: 28. Product: [CH3:4][C:5]1[C:10]([C:11]([OH:13])([CH3:1])[CH3:12])=[CH:9][CH:8]=[CH:7][N:6]=1. (3) Reactant: Cl[C:2]1[N:7]=[C:6]([NH:8][CH2:9][C:10]2[CH:11]=[C:12]3[C:17](=[CH:18][CH:19]=2)[N:16]=[CH:15][CH:14]=[CH:13]3)[C:5]([N+:20]([O-:22])=[O:21])=[C:4]([NH2:23])[CH:3]=1.[CH3:24][N:25]1[CH:29]=[C:28](B2OC(C)(C)C(C)(C)O2)[CH:27]=[N:26]1.C([O-])([O-])=O.[Na+].[Na+]. Product: [CH3:24][N:25]1[CH:29]=[C:28]([C:2]2[N:7]=[C:6]([NH:8][CH2:9][C:10]3[CH:11]=[C:12]4[C:17](=[CH:18][CH:19]=3)[N:16]=[CH:15][CH:14]=[CH:13]4)[C:5]([N+:20]([O-:22])=[O:21])=[C:4]([NH2:23])[CH:3]=2)[CH:27]=[N:26]1. The catalyst class is: 38. (4) Reactant: [Br:1][C:2]1[CH:3]=[CH:4][CH:5]=[C:6]2[C:11]=1[NH:10][C:9](=[O:12])[CH:8]=[CH:7]2.[C:13](=O)([O-])[O-].[K+].[K+].CI. Product: [Br:1][C:2]1[CH:3]=[CH:4][CH:5]=[C:6]2[C:11]=1[N:10]=[C:9]([O:12][CH3:13])[CH:8]=[CH:7]2. The catalyst class is: 9. (5) Product: [C:1]([CH2:8][CH2:9][CH2:10][N:11]([NH2:12])[C:28]1[CH:27]=[CH:26][C:23]([C:24]#[N:25])=[CH:22][C:21]=1[Cl:20])([O:3][C:4]([CH3:5])([CH3:6])[CH3:7])=[O:2]. Reactant: [C:1]([CH2:8][CH2:9][CH2:10][NH:11][NH2:12])([O:3][C:4]([CH3:7])([CH3:6])[CH3:5])=[O:2].CN1CCOCC1.[Cl:20][C:21]1[CH:22]=[C:23]([CH:26]=[CH:27][C:28]=1F)[C:24]#[N:25]. The catalyst class is: 3. (6) Reactant: C(OC([NH:8][C:9]1[C:10]([NH:15][C:16](=[O:25])[C:17]2[CH:22]=[CH:21][C:20]([O:23][CH3:24])=[CH:19][CH:18]=2)=[N:11][CH:12]=[CH:13][CH:14]=1)=O)(C)(C)C.B(F)(F)F.CCOCC.C(=O)(O)[O-].[Na+].C(OCC)(=O)C. Product: [CH3:24][O:23][C:20]1[CH:19]=[CH:18][C:17]([C:16]([NH:15][C:10]2[C:9]([NH2:8])=[CH:14][CH:13]=[CH:12][N:11]=2)=[O:25])=[CH:22][CH:21]=1. The catalyst class is: 15.